This data is from Tyrosyl-DNA phosphodiesterase HTS with 341,365 compounds. The task is: Binary Classification. Given a drug SMILES string, predict its activity (active/inactive) in a high-throughput screening assay against a specified biological target. (1) The drug is Clc1cc(c(NC(=O)c2c(nc(SC)nc2)CC)cc1)C(=O)c1ccccc1. The result is 0 (inactive). (2) The drug is Brc1sc(S(=O)(=O)CCC(=O)NCc2ccccc2)cc1. The result is 0 (inactive). (3) The molecule is Clc1c(c2noc(c2NC(=O)NNc2ccccc2)C)c(Cl)ccc1. The result is 0 (inactive). (4) The compound is Clc1c(C(=O)Nc2sc(SCc3nc4n(c(=O)c3)ccc(c4)C)nn2)cccc1. The result is 0 (inactive). (5) The molecule is S(=O)(=O)(N1CCCCC1)c1c(OC)ccc(c1)c1onc(c1)C. The result is 0 (inactive). (6) The drug is s1c(NC(=O)CCC(CC)(C(OCC)=O)C(OCC)=O)nnc1. The result is 0 (inactive). (7) The drug is O1C(C(O)C(O)C1NNC(=O)c1cc(OC)ccc1)CO. The result is 0 (inactive).